The task is: Regression. Given two drug SMILES strings and cell line genomic features, predict the synergy score measuring deviation from expected non-interaction effect.. This data is from NCI-60 drug combinations with 297,098 pairs across 59 cell lines. (1) Drug 1: CC(C1=C(C=CC(=C1Cl)F)Cl)OC2=C(N=CC(=C2)C3=CN(N=C3)C4CCNCC4)N. Drug 2: CCC1=CC2CC(C3=C(CN(C2)C1)C4=CC=CC=C4N3)(C5=C(C=C6C(=C5)C78CCN9C7C(C=CC9)(C(C(C8N6C)(C(=O)OC)O)OC(=O)C)CC)OC)C(=O)OC.C(C(C(=O)O)O)(C(=O)O)O. Cell line: SF-539. Synergy scores: CSS=37.3, Synergy_ZIP=0.672, Synergy_Bliss=1.60, Synergy_Loewe=-10.0, Synergy_HSA=2.40. (2) Drug 1: CN1C2=C(C=C(C=C2)N(CCCl)CCCl)N=C1CCCC(=O)O.Cl. Drug 2: C#CCC(CC1=CN=C2C(=N1)C(=NC(=N2)N)N)C3=CC=C(C=C3)C(=O)NC(CCC(=O)O)C(=O)O. Cell line: UACC-257. Synergy scores: CSS=-4.67, Synergy_ZIP=1.29, Synergy_Bliss=-0.209, Synergy_Loewe=-2.28, Synergy_HSA=-2.26. (3) Drug 1: C1CN1C2=NC(=NC(=N2)N3CC3)N4CC4. Drug 2: C1CC(=O)NC(=O)C1N2C(=O)C3=CC=CC=C3C2=O. Cell line: SW-620. Synergy scores: CSS=15.4, Synergy_ZIP=-2.66, Synergy_Bliss=-0.473, Synergy_Loewe=-14.3, Synergy_HSA=-0.313. (4) Drug 1: C1=NC2=C(N1)C(=S)N=CN2. Drug 2: CC1C(C(CC(O1)OC2CC(CC3=C2C(=C4C(=C3O)C(=O)C5=C(C4=O)C(=CC=C5)OC)O)(C(=O)CO)O)N)O.Cl. Cell line: UACC62. Synergy scores: CSS=65.9, Synergy_ZIP=-5.72, Synergy_Bliss=-2.87, Synergy_Loewe=-0.658, Synergy_HSA=0.824. (5) Drug 1: C1CCC(C1)C(CC#N)N2C=C(C=N2)C3=C4C=CNC4=NC=N3. Drug 2: C1CCC(C(C1)N)N.C(=O)(C(=O)[O-])[O-].[Pt+4]. Cell line: IGROV1. Synergy scores: CSS=20.3, Synergy_ZIP=4.63, Synergy_Bliss=5.14, Synergy_Loewe=-23.1, Synergy_HSA=7.25. (6) Drug 2: CN(CC1=CN=C2C(=N1)C(=NC(=N2)N)N)C3=CC=C(C=C3)C(=O)NC(CCC(=O)O)C(=O)O. Drug 1: CN(C)N=NC1=C(NC=N1)C(=O)N. Synergy scores: CSS=50.9, Synergy_ZIP=-5.61, Synergy_Bliss=-7.85, Synergy_Loewe=-11.8, Synergy_HSA=-2.14. Cell line: LOX IMVI.